This data is from Forward reaction prediction with 1.9M reactions from USPTO patents (1976-2016). The task is: Predict the product of the given reaction. (1) Given the reactants Br[C:2]1[CH:7]=[C:6]([O:8][CH3:9])[C:5]([CH:10]2[C:16](=[O:17])[CH:15]3[CH2:18][CH:12]([CH2:13][CH2:14]3)[C:11]2=[O:19])=[C:4]([Cl:20])[CH:3]=1.[CH3:21][Si:22]([CH3:39])([CH3:38])[C:23]#[C:24][Sn](CCCC)(CCCC)CCCC, predict the reaction product. The product is: [Cl:20][C:4]1[CH:3]=[C:2]([C:24]#[C:23][Si:22]([CH3:39])([CH3:38])[CH3:21])[CH:7]=[C:6]([O:8][CH3:9])[C:5]=1[CH:10]1[C:16](=[O:17])[CH:15]2[CH2:18][CH:12]([CH2:13][CH2:14]2)[C:11]1=[O:19]. (2) Given the reactants [C:1]([O:5][C:6](=[O:14])[NH:7][C:8]([CH3:13])([CH3:12])[CH2:9][CH2:10][OH:11])([CH3:4])([CH3:3])[CH3:2].CCN(CC)CC.N1C=CC=CC=1, predict the reaction product. The product is: [C:1]([O:5][C:6](=[O:14])[NH:7][C:8]([CH3:13])([CH3:12])[CH2:9][CH:10]=[O:11])([CH3:4])([CH3:2])[CH3:3]. (3) Given the reactants FC(F)(F)[C:3]([C:5]1[C:13]2[C:8](=[CH:9][C:10]([C:14]([F:17])([F:16])[F:15])=[CH:11][CH:12]=2)[N:7]([CH3:18])[CH:6]=1)=[O:4].[OH-:21].[Na+].Cl, predict the reaction product. The product is: [CH3:18][N:7]1[C:8]2[C:13](=[CH:12][CH:11]=[C:10]([C:14]([F:17])([F:16])[F:15])[CH:9]=2)[C:5]([C:3]([OH:4])=[O:21])=[CH:6]1.